The task is: Predict which catalyst facilitates the given reaction.. This data is from Catalyst prediction with 721,799 reactions and 888 catalyst types from USPTO. Reactant: [CH:1]1([C:4]2[CH:5]=[N:6][C:7]([NH:14][C:15]3[C:24]4[C:19](=[CH:20][C:21]([C:25]5[CH:30]=[CH:29][CH:28]=[CH:27][CH:26]=5)=[CH:22][CH:23]=4)[CH:18]=[CH:17][CH:16]=3)=[C:8]([CH:13]=2)[C:9]([O:11]C)=[O:10])[CH2:3][CH2:2]1.[OH-].[Na+]. Product: [CH:1]1([C:4]2[CH:5]=[N:6][C:7]([NH:14][C:15]3[C:24]4[C:19](=[CH:20][C:21]([C:25]5[CH:30]=[CH:29][CH:28]=[CH:27][CH:26]=5)=[CH:22][CH:23]=4)[CH:18]=[CH:17][CH:16]=3)=[C:8]([CH:13]=2)[C:9]([OH:11])=[O:10])[CH2:2][CH2:3]1. The catalyst class is: 111.